This data is from Forward reaction prediction with 1.9M reactions from USPTO patents (1976-2016). The task is: Predict the product of the given reaction. (1) The product is: [Cl:1][C:2]1[CH:8]=[CH:7][CH:6]=[C:5]2[C:3]=1[N:4]=[C:12]([O:11][CH2:9][CH3:10])[CH:21]=[C:20]2[O:22][CH:23]1[CH2:40][CH:39]2[CH:25]([C:26](=[O:46])[N:27]([CH3:45])[CH2:28][CH2:29][CH2:30][CH2:31][CH:32]=[CH:33][CH:34]3[C:36]([C:42]([OH:44])=[O:43])([NH:37][C:38]2=[O:41])[CH2:35]3)[CH2:24]1. Given the reactants [Cl:1][C:2]1[CH:8]=[CH:7][CH:6]=[CH:5][C:3]=1[NH2:4].[CH2:9]([O:11][C:12]1[CH:21]=[C:20]([O:22][CH:23]2[CH2:40][CH:39]3[CH:25]([C:26](=[O:46])[N:27]([CH3:45])[CH2:28][CH2:29][CH2:30][CH2:31][CH:32]=[CH:33][CH:34]4[C:36]([C:42]([OH:44])=[O:43])([NH:37][C:38]3=[O:41])[CH2:35]4)[CH2:24]2)C2C(=C(C)C(OC)=CC=2)N=1)[CH3:10], predict the reaction product. (2) Given the reactants [CH:1]1[C:10]2[C:5](=[CH:6][C:7]([C:11]([O:13][CH3:14])=[O:12])=[CH:8][CH:9]=2)[CH:4]=[CH:3][C:2]=1[C:15]([O:17][CH3:18])=[O:16], predict the reaction product. The product is: [CH2:6]1[C:5]2[C:10](=[CH:1][C:2]([C:15]([O:17][CH3:18])=[O:16])=[CH:3][CH:4]=2)[CH2:9][CH2:8][CH:7]1[C:11]([O:13][CH3:14])=[O:12].